From a dataset of Catalyst prediction with 721,799 reactions and 888 catalyst types from USPTO. Predict which catalyst facilitates the given reaction. (1) Reactant: [Br:1][C:2]1[CH:7]=[CH:6][C:5]([N:8]2[C:13]3[N:14]([CH3:27])[C:15](=[O:26])[C:16]([CH3:25])=[C:17]([NH:18]C4C=CC=CC=4)[C:12]=3[C:11](=[O:28])[N:10]([CH:29]3[CH2:31][CH2:30]3)[C:9]2=[O:32])=[CH:4][CH:3]=1.C(=O)([O-])[O-].[K+].[K+]. Product: [Br:1][C:2]1[CH:3]=[CH:4][C:5]([NH:8][C:13]2[N:14]([CH3:27])[C:15](=[O:26])[C:16]([CH3:25])=[C:17]3[C:12]=2[C:11](=[O:28])[N:10]([CH:29]2[CH2:31][CH2:30]2)[C:9](=[O:32])[N:18]3[NH:8][C:5]2[CH:6]=[CH:7][CH:2]=[CH:3][CH:4]=2)=[CH:6][CH:7]=1. The catalyst class is: 147. (2) Reactant: [CH3:1][N:2]1[C:11]2[CH:10]=[CH:9][CH:8]=[C:7]3[NH:12][C:13](=[O:14])[N:5]([C:6]=23)[CH2:4][C:3]1=[O:15].[H-].[Na+].Br[CH2:19][C:20]#[N:21]. Product: [CH3:1][N:2]1[C:11]2[CH:10]=[CH:9][CH:8]=[C:7]3[N:12]([CH2:19][C:20]#[N:21])[C:13](=[O:14])[N:5]([C:6]=23)[CH2:4][C:3]1=[O:15]. The catalyst class is: 3. (3) Reactant: [CH2:1]([O:3][C:4](=[O:25])[CH2:5][C:6]1[CH:11]=[CH:10][CH:9]=[C:8]([NH:12][C:13]2[CH:18]=[CH:17][CH:16]=[C:15]([N+:19]([O-])=O)[CH:14]=2)[C:7]=1[N+:22]([O-])=O)[CH3:2]. Product: [CH2:1]([O:3][C:4](=[O:25])[CH2:5][C:6]1[CH:11]=[CH:10][CH:9]=[C:8]([NH:12][C:13]2[CH:18]=[CH:17][CH:16]=[C:15]([NH2:19])[CH:14]=2)[C:7]=1[NH2:22])[CH3:2]. The catalyst class is: 29. (4) Product: [CH2:17]([CH:9]1[O:10][C:11](=[O:16])[CH:12]=[C:13]1[O:14][CH3:15])[CH:18]([CH3:22])[CH3:19]. Reactant: [Li+].CC([N-]C(C)C)C.[CH3:9][O:10][C:11](=[O:16])/[CH:12]=[CH:13]/[O:14][CH3:15].[CH3:17][CH:18]([CH3:22])[CH2:19]C=O.Cl. The catalyst class is: 1. (5) Reactant: [CH3:1][C:2]([C:4]1[CH:5]=[CH:6][C:7]([OH:10])=[CH:8][CH:9]=1)=[O:3].C=O.F[C:14](F)(F)C([O-])=O.C[NH2+]C1C=CC=CC=1.C(OCC)C. Product: [OH:10][C:7]1[CH:8]=[CH:9][C:4]([C:2](=[O:3])[CH:1]=[CH2:14])=[CH:5][CH:6]=1. The catalyst class is: 1.